From a dataset of Catalyst prediction with 721,799 reactions and 888 catalyst types from USPTO. Predict which catalyst facilitates the given reaction. (1) Reactant: C(OC([C:6]1[N:7]([CH2:17][CH2:18][NH:19][C:20]([O:22]C(C)(C)C)=O)[C:8]2[C:13]([CH:14]=1)=[CH:12][C:11]([F:15])=[CH:10][C:9]=2[Br:16])=O)C.FC(F)(F)C(O)=O.C(=O)([O-])[O-].[K+].[K+]. Product: [Br:16][C:9]1[C:8]2[N:7]3[CH2:17][CH2:18][NH:19][C:20](=[O:22])[C:6]3=[CH:14][C:13]=2[CH:12]=[C:11]([F:15])[CH:10]=1. The catalyst class is: 4. (2) Reactant: [NH:1]1[CH:5]=[CH:4][CH:3]=[N:2]1.[H-].[Na+].Cl[C:9]1[N:14]=[C:13]([C:15]([O:17][C:18]([CH3:21])([CH3:20])[CH3:19])=[O:16])[CH:12]=[N:11][CH:10]=1.[Cl-].[NH4+]. Product: [N:1]1([C:9]2[N:14]=[C:13]([C:15]([O:17][C:18]([CH3:21])([CH3:20])[CH3:19])=[O:16])[CH:12]=[N:11][CH:10]=2)[CH:5]=[CH:4][CH:3]=[N:2]1. The catalyst class is: 9.